Dataset: NCI-60 drug combinations with 297,098 pairs across 59 cell lines. Task: Regression. Given two drug SMILES strings and cell line genomic features, predict the synergy score measuring deviation from expected non-interaction effect. Drug 1: CC1=C(C=C(C=C1)NC2=NC=CC(=N2)N(C)C3=CC4=NN(C(=C4C=C3)C)C)S(=O)(=O)N.Cl. Drug 2: C1=CC(=CC=C1C#N)C(C2=CC=C(C=C2)C#N)N3C=NC=N3. Cell line: UACC62. Synergy scores: CSS=2.56, Synergy_ZIP=0.156, Synergy_Bliss=1.60, Synergy_Loewe=1.94, Synergy_HSA=1.45.